This data is from Reaction yield outcomes from USPTO patents with 853,638 reactions. The task is: Predict the reaction yield, written as a fraction of the theoretical maximum amount of product (1.0 means a 100% yield; for example, 0.34 means a 34% yield). The reactants are Cl.[NH2:2][C@@H:3]1[CH2:7][C@H:6]([CH2:8][OH:9])[C@@H:5]([OH:10])[C@H:4]1[OH:11].[Cl:12][C:13]1[CH:18]=[C:17](Cl)[N:16]=[CH:15][N:14]=1.CCN(CC)CC. The catalyst is CCO. The product is [Cl:12][C:13]1[N:14]=[CH:15][N:16]=[C:17]([NH:2][C@@H:3]2[CH2:7][C@H:6]([CH2:8][OH:9])[C@@H:5]([OH:10])[C@H:4]2[OH:11])[CH:18]=1. The yield is 0.900.